This data is from Forward reaction prediction with 1.9M reactions from USPTO patents (1976-2016). The task is: Predict the product of the given reaction. (1) Given the reactants [N:1]12[CH2:8][CH2:7][C:4]([C:9]([C:17]3[CH:22]=[CH:21][CH:20]=[CH:19][CH:18]=3)([C:11]3[CH:16]=[CH:15][CH:14]=[CH:13][CH:12]=3)[OH:10])([CH2:5][CH2:6]1)[CH2:3][CH2:2]2.[Br:23][CH2:24][CH2:25][O:26][CH2:27][C:28]1[CH:37]=[CH:36][C:35]2[C:30](=[CH:31][CH:32]=[CH:33][CH:34]=2)[CH:29]=1, predict the reaction product. The product is: [Br-:23].[OH:10][C:9]([C:17]1[CH:22]=[CH:21][CH:20]=[CH:19][CH:18]=1)([C:11]1[CH:12]=[CH:13][CH:14]=[CH:15][CH:16]=1)[C:4]12[CH2:5][CH2:6][N+:1]([CH2:24][CH2:25][O:26][CH2:27][C:28]3[CH:37]=[CH:36][C:35]4[C:30](=[CH:31][CH:32]=[CH:33][CH:34]=4)[CH:29]=3)([CH2:2][CH2:3]1)[CH2:8][CH2:7]2. (2) Given the reactants [CH3:1][O:2][C:3]1[C:4]([CH:26]=[C:27]([CH3:29])[CH3:28])=[CH:5][C:6]2[C:12]3[N:13]([C:21]4[CH:25]=[CH:24][S:23][CH:22]=4)[N:14]=[C:15]([C:16]([O:18]CC)=[O:17])[C:11]=3[CH2:10][O:9][C:7]=2[CH:8]=1.C1COCC1.O.O[Li].O, predict the reaction product. The product is: [CH3:1][O:2][C:3]1[C:4]([CH:26]=[C:27]([CH3:29])[CH3:28])=[CH:5][C:6]2[C:12]3[N:13]([C:21]4[CH:25]=[CH:24][S:23][CH:22]=4)[N:14]=[C:15]([C:16]([OH:18])=[O:17])[C:11]=3[CH2:10][O:9][C:7]=2[CH:8]=1. (3) Given the reactants I[C:2]1[CH:3]=[C:4]([P:8](=[O:15])([O:12][CH2:13][CH3:14])[O:9][CH2:10][CH3:11])[CH:5]=[CH:6][CH:7]=1.[CH3:16][C:17]1[CH:18]=[C:19](B(O)O)[CH:20]=[CH:21][CH:22]=1.C1(P(C2C=CC=CC=2)C2C=CC=CC=2)C=CC=CC=1.N(CC)CC, predict the reaction product. The product is: [CH2:10]([O:9][P:8]([C:4]1[CH:3]=[C:2]([C:21]2[CH:20]=[CH:19][CH:18]=[C:17]([CH3:16])[CH:22]=2)[CH:7]=[CH:6][CH:5]=1)([O:12][CH2:13][CH3:14])=[O:15])[CH3:11]. (4) Given the reactants C(OC([N:11]1[CH2:17][C@@H:16]2[C@@:13]([NH:19][C:20]([O:22][C:23]([CH3:26])([CH3:25])[CH3:24])=[O:21])([CH2:14][C@@H:15]2[CH3:18])[CH2:12]1)=O)C1C=CC=CC=1.[H][H], predict the reaction product. The product is: [C:23]([O:22][C:20]([NH:19][C@@:13]12[CH2:14][C@H:15]([CH3:18])[C@@H:16]1[CH2:17][NH:11][CH2:12]2)=[O:21])([CH3:26])([CH3:24])[CH3:25]. (5) Given the reactants [CH:1]([C:3]1[O:11][C:10]2[CH:9]=[CH:8][N:7]=[C:6]([NH:12][C:13](=[O:20])[C:14]3[CH:19]=[CH:18][CH:17]=[CH:16][CH:15]=3)[C:5]=2[CH:4]=1)=O.[NH2:21][C:22]([C:26]1[CH:31]=[CH:30][C:29]([F:32])=[CH:28][CH:27]=1)=[CH:23][C:24]#[N:25].[C:40]([O:42][CH2:43][C:44](=O)[CH2:39][C:40]([O:42][CH2:43][CH3:44])=[O:41])(=[O:41])[CH3:39], predict the reaction product. The product is: [C:24]([C:23]1[CH:1]([C:3]2[O:11][C:10]3[CH:9]=[CH:8][N:7]=[C:6]([NH:12][C:13](=[O:20])[C:14]4[CH:15]=[CH:16][CH:17]=[CH:18][CH:19]=4)[C:5]=3[CH:4]=2)[C:39]2[C:40](=[O:41])[O:42][CH2:43][C:44]=2[NH:21][C:22]=1[C:26]1[CH:27]=[CH:28][C:29]([F:32])=[CH:30][CH:31]=1)#[N:25]. (6) The product is: [CH2:1]([O:3][C:4](=[O:19])[CH2:5][CH2:6][CH2:7][N:8]1[C:12]2[N:13]=[C:14]([CH3:18])[N:15]=[C:16]([S:42][CH2:41][C@H:26]([NH:27][S:28]([C:31]3[C:40]4[C:35](=[CH:36][CH:37]=[CH:38][CH:39]=4)[CH:34]=[CH:33][CH:32]=3)(=[O:30])=[O:29])[C:25]([O:24][C:20]([CH3:23])([CH3:21])[CH3:22])=[O:43])[C:11]=2[CH:10]=[CH:9]1)[CH3:2]. Given the reactants [CH2:1]([O:3][C:4](=[O:19])[CH2:5][CH2:6][CH2:7][N:8]1[C:12]2[N:13]=[C:14]([CH3:18])[N:15]=[C:16](Cl)[C:11]=2[CH:10]=[CH:9]1)[CH3:2].[C:20]([O:24][C:25](=[O:43])[C@H:26]([CH2:41][SH:42])[NH:27][S:28]([C:31]1[C:40]2[C:35](=[CH:36][CH:37]=[CH:38][CH:39]=2)[CH:34]=[CH:33][CH:32]=1)(=[O:30])=[O:29])([CH3:23])([CH3:22])[CH3:21], predict the reaction product. (7) Given the reactants [O:1]1[CH:5]=[CH:4][CH:3]=[C:2]1[C:6]1[O:7][C:8]([CH3:34])=[C:9]([CH2:11][O:12][C:13]2[CH:33]=[CH:32][C:16]([CH2:17][O:18][C:19]3[C:23]([CH:24]=[O:25])=[CH:22][N:21]([C:26]4[CH:31]=[CH:30][CH:29]=[CH:28][CH:27]=4)[N:20]=3)=[CH:15][CH:14]=2)[N:10]=1.C(O)C.[BH4-].[Na+].O, predict the reaction product. The product is: [O:1]1[CH:5]=[CH:4][CH:3]=[C:2]1[C:6]1[O:7][C:8]([CH3:34])=[C:9]([CH2:11][O:12][C:13]2[CH:14]=[CH:15][C:16]([CH2:17][O:18][C:19]3[C:23]([CH2:24][OH:25])=[CH:22][N:21]([C:26]4[CH:27]=[CH:28][CH:29]=[CH:30][CH:31]=4)[N:20]=3)=[CH:32][CH:33]=2)[N:10]=1. (8) The product is: [Si:18]([O:17][C:13]1[CH:12]=[C:11]2[C:16](=[CH:15][CH:14]=1)[N:8]([C:1]([O:3][C:4]([CH3:7])([CH3:6])[CH3:5])=[O:2])[C:9]([C:30](=[O:35])[C:31]([O:33][CH3:34])=[O:32])=[CH:10]2)([C:21]([CH3:24])([CH3:23])[CH3:22])([CH3:20])[CH3:19]. Given the reactants [C:1]([N:8]1[C:16]2[C:11](=[CH:12][C:13]([O:17][Si:18]([C:21]([CH3:24])([CH3:23])[CH3:22])([CH3:20])[CH3:19])=[CH:14][CH:15]=2)[CH:10]=[CH:9]1)([O:3][C:4]([CH3:7])([CH3:6])[CH3:5])=[O:2].[Li]C(C)(C)C.[C:30](OC)(=[O:35])[C:31]([O:33][CH3:34])=[O:32].CCOC(C)=O, predict the reaction product. (9) Given the reactants C[Si]([N-][Si](C)(C)C)(C)C.[Na+].[O:11]=[C:12]1[CH2:19][CH:18]2[N:20]([C:21]([O:23][C:24]([CH3:27])([CH3:26])[CH3:25])=[O:22])[CH:14]([CH2:15][CH2:16][CH2:17]2)[CH2:13]1.[F:28][C:29]([F:48])([F:47])[S:30](N(C1C=CC=CC=1)[S:30]([C:29]([F:48])([F:47])[F:28])(=[O:32])=[O:31])(=[O:32])=[O:31], predict the reaction product. The product is: [F:28][C:29]([F:48])([F:47])[S:30]([O:11][C:12]1[CH2:19][CH:18]2[N:20]([C:21]([O:23][C:24]([CH3:27])([CH3:26])[CH3:25])=[O:22])[CH:14]([CH:13]=1)[CH2:15][CH2:16][CH2:17]2)(=[O:32])=[O:31].